From a dataset of Peptide-MHC class II binding affinity with 134,281 pairs from IEDB. Regression. Given a peptide amino acid sequence and an MHC pseudo amino acid sequence, predict their binding affinity value. This is MHC class II binding data. (1) The peptide sequence is PTIIERNITEIVYLT. The MHC is DRB1_1101 with pseudo-sequence DRB1_1101. The binding affinity (normalized) is 0.248. (2) The peptide sequence is EYIMKGVYINTALLN. The MHC is DRB1_0301 with pseudo-sequence DRB1_0301. The binding affinity (normalized) is 0.239. (3) The peptide sequence is VVIFILLMLVTPSMT. The MHC is DRB1_1101 with pseudo-sequence DRB1_1101. The binding affinity (normalized) is 0.336. (4) The peptide sequence is IHKASTVLAFPAGVC. The MHC is DRB1_1302 with pseudo-sequence DRB1_1302. The binding affinity (normalized) is 0.450.